Dataset: Full USPTO retrosynthesis dataset with 1.9M reactions from patents (1976-2016). Task: Predict the reactants needed to synthesize the given product. (1) Given the product [C:36]([O:44][C:45]1([CH2:23][C:24]2[CH:25]=[CH:26][C:27]([O:32][CH3:33])=[C:28]([O:30][CH3:31])[CH:29]=2)[C:53]2[C:48](=[CH:49][CH:50]=[C:51]([CH3:54])[CH:52]=2)[N:47]([CH2:55][CH2:56][CH:57]([CH3:58])[CH3:59])[C:46]1=[O:60])(=[O:43])[C:37]1[CH:38]=[CH:39][CH:40]=[CH:41][CH:42]=1, predict the reactants needed to synthesize it. The reactants are: C(OC1([CH2:23][C:24]2[CH:29]=[C:28]([O:30][CH3:31])[C:27]([O:32][CH3:33])=[C:26](OC)[CH:25]=2)C2C(=CC=C(C)C=2)N(CC)C1=O)(=O)C1C=CC=CC=1.[C:36]([O:44][CH:45]1[C:53]2[C:48](=[CH:49][CH:50]=[C:51]([CH3:54])[CH:52]=2)[N:47]([CH2:55][CH2:56][CH:57]([CH3:59])[CH3:58])[C:46]1=[O:60])(=[O:43])[C:37]1[CH:42]=[CH:41][CH:40]=[CH:39][CH:38]=1.BrCC1C=CC(OC)=C(OC)C=1. (2) Given the product [Cl:23][C:16]1[CH:17]=[N+:18]([O-:22])[CH:19]=[C:20]([Cl:21])[CH:15]=1, predict the reactants needed to synthesize it. The reactants are: C(OC(N[C@H](CC1C=CC=CC=1)C(O[C@H](C1C=CC(OC(F)F)=C(OCC2CC2)C=1)C[C:15]1[C:20]([Cl:21])=[CH:19][N+:18]([O-:22])=[CH:17][C:16]=1[Cl:23])=O)=O)(C)(C)C. (3) Given the product [F:1][C@@H:2]1[CH2:7][N:6]([C:47]([C@@H:45]2[CH2:44][CH2:43][C:42](=[O:41])[NH:46]2)=[O:48])[C@@H:5]([CH3:8])[CH2:4][CH:3]1[O:9][C:10]1[CH:17]=[CH:16][C:15]([C:18]2[N:23]=[C:22]([NH:24][C:25]3[CH:26]=[CH:27][C:28]([N:31]4[CH2:36][CH2:35][N:34]([CH:37]5[CH2:38][O:39][CH2:40]5)[CH2:33][CH2:32]4)=[CH:29][CH:30]=3)[N:21]=[CH:20][N:19]=2)=[CH:14][C:11]=1[C:12]#[N:13], predict the reactants needed to synthesize it. The reactants are: [F:1][C@@H:2]1[CH2:7][NH:6][C@@H:5]([CH3:8])[CH2:4][C@@H:3]1[O:9][C:10]1[CH:17]=[CH:16][C:15]([C:18]2[N:23]=[C:22]([NH:24][C:25]3[CH:30]=[CH:29][C:28]([N:31]4[CH2:36][CH2:35][N:34]([CH:37]5[CH2:40][O:39][CH2:38]5)[CH2:33][CH2:32]4)=[CH:27][CH:26]=3)[N:21]=[CH:20][N:19]=2)=[CH:14][C:11]=1[C:12]#[N:13].[O:41]=[C:42]1[NH:46][C@H:45]([C:47](O)=[O:48])[CH2:44][CH2:43]1.CN(C(ON1N=NC2C=CC=NC1=2)=[N+](C)C)C.F[P-](F)(F)(F)(F)F.CCN(C(C)C)C(C)C. (4) Given the product [Cl:3][C:4]1[C:5]([CH3:30])=[C:6]([C:22]2[CH:23]=[N:24][C:25]([CH2:28][OH:29])=[CH:26][CH:27]=2)[C:7]([O:20][CH3:21])=[C:8]([CH:10]([NH:12][C:13](=[O:19])[O:14][C:15]([CH3:18])([CH3:16])[CH3:17])[CH3:11])[CH:9]=1, predict the reactants needed to synthesize it. The reactants are: [BH4-].[Na+].[Cl:3][C:4]1[C:5]([CH3:30])=[C:6]([C:22]2[CH:23]=[N:24][C:25]([CH:28]=[O:29])=[CH:26][CH:27]=2)[C:7]([O:20][CH3:21])=[C:8]([CH:10]([NH:12][C:13](=[O:19])[O:14][C:15]([CH3:18])([CH3:17])[CH3:16])[CH3:11])[CH:9]=1. (5) Given the product [F:1][C:2]([F:10])([F:11])[C:3]1[CH:4]=[C:5]([CH:6]=[CH:7][CH:8]=1)[O:9][CH2:19][C:20]1[CH2:22][C:21]=1[CH2:23][CH3:24], predict the reactants needed to synthesize it. The reactants are: [F:1][C:2]([F:11])([F:10])[C:3]1[CH:4]=[C:5]([OH:9])[CH:6]=[CH:7][CH:8]=1.[H-].[Na+].CS(O[CH2:19][C:20]1[CH2:22][C:21]=1[CH2:23][CH3:24])(=O)=O.C(OCC)(=O)C. (6) Given the product [CH2:48]([N:13]1[C:14]([CH3:15])=[C:10]([CH2:9][C:6]2[CH:7]=[CH:8][C:3]([CH2:1][CH3:2])=[CH:4][CH:5]=2)[C:11]([O:16][C@@H:17]2[O:34][C@H:33]([CH2:35][OH:36])[C@@H:28]([OH:29])[C@H:23]([OH:24])[C@H:18]2[OH:19])=[N:12]1)[CH:47]=[CH2:46], predict the reactants needed to synthesize it. The reactants are: [CH2:1]([C:3]1[CH:8]=[CH:7][C:6]([CH2:9][C:10]2[C:11]([O:16][C@@H:17]3[O:34][C@H:33]([CH2:35][O:36]C(=O)C)[C@@H:28]([O:29]C(=O)C)[C@H:23]([O:24]C(=O)C)[C@H:18]3[O:19]C(=O)C)=[N:12][NH:13][C:14]=2[CH3:15])=[CH:5][CH:4]=1)[CH3:2].C(=O)([O-])[O-].[Cs+].[Cs+].[CH2:46](I)[CH:47]=[CH2:48].[OH-].[Na+]. (7) Given the product [NH2:11][CH2:12][C:13]([O:15][CH2:16][CH2:17][Si:18]([CH3:21])([CH3:20])[CH3:19])=[O:14], predict the reactants needed to synthesize it. The reactants are: C(OC([NH:11][CH2:12][C:13]([O:15][CH2:16][CH2:17][Si:18]([CH3:21])([CH3:20])[CH3:19])=[O:14])=O)C1C=CC=CC=1.[H][H].